This data is from Full USPTO retrosynthesis dataset with 1.9M reactions from patents (1976-2016). The task is: Predict the reactants needed to synthesize the given product. Given the product [C:1]([O:5][C:6](=[O:24])[NH:7]/[C:8](/[NH:32][C:33]1[CH:34]=[CH:35][C:36]([N:39]2[CH2:40][CH:41]([OH:43])[CH2:42]2)=[CH:37][CH:38]=1)=[N:16]/[C:17](=[O:18])[O:19][C:20]([CH3:23])([CH3:22])[CH3:21])([CH3:4])([CH3:3])[CH3:2], predict the reactants needed to synthesize it. The reactants are: [C:1]([O:5][C:6](=[O:24])[NH:7]/[C:8](=[N:16]/[C:17]([O:19][C:20]([CH3:23])([CH3:22])[CH3:21])=[O:18])/S(C(F)(F)F)(=O)=O)([CH3:4])([CH3:3])[CH3:2].C(N(CC)CC)C.[NH2:32][C:33]1[CH:38]=[CH:37][C:36]([N:39]2[CH2:42][CH:41]([OH:43])[CH2:40]2)=[CH:35][CH:34]=1.